From a dataset of Forward reaction prediction with 1.9M reactions from USPTO patents (1976-2016). Predict the product of the given reaction. (1) Given the reactants [CH2:1]([N:8]1[CH2:13][CH:12]([C:14]2[CH:19]=[CH:18][C:17](Br)=[CH:16][CH:15]=2)[O:11][CH2:10][CH2:9]1)[C:2]1[CH:7]=[CH:6][CH:5]=[CH:4][CH:3]=1.[Li]CCCC.[Cl:26][C:27]1[CH:32]=[CH:31][CH:30]=[C:29]([Cl:33])[C:28]=1[N:34]=[C:35]=[O:36].C([O-])(O)=O.[Na+], predict the reaction product. The product is: [CH2:1]([N:8]1[CH2:9][CH2:10][O:11][CH:12]([C:14]2[CH:19]=[CH:18][C:17]([C:35]([NH:34][C:28]3[C:29]([Cl:33])=[CH:30][CH:31]=[CH:32][C:27]=3[Cl:26])=[O:36])=[CH:16][CH:15]=2)[CH2:13]1)[C:2]1[CH:7]=[CH:6][CH:5]=[CH:4][CH:3]=1. (2) The product is: [F:8][C:4]1[C:3]2[O:9][C:11](=[O:10])[NH:1][C:2]=2[CH:7]=[CH:6][CH:5]=1. Given the reactants [NH2:1][C:2]1[CH:7]=[CH:6][CH:5]=[C:4]([F:8])[C:3]=1[OH:9].[O:10]1CCC[CH2:11]1, predict the reaction product. (3) Given the reactants [CH3:1][C:2]1[CH:7]=[C:6]([N+:8]([O-:10])=[O:9])[CH:5]=[CH:4][C:3]=1[OH:11].[F:12][C:13]1[CH:14]=[C:15]([CH:18]=[CH:19][CH:20]=1)[CH2:16]Br, predict the reaction product. The product is: [F:12][C:13]1[CH:14]=[C:15]([CH:18]=[CH:19][CH:20]=1)[CH2:16][O:11][C:3]1[CH:4]=[CH:5][C:6]([N+:8]([O-:10])=[O:9])=[CH:7][C:2]=1[CH3:1]. (4) Given the reactants [CH2:1]([NH:8][CH:9]([C:13]1[CH:18]=[CH:17][CH:16]=[CH:15][CH:14]=1)[C:10]([OH:12])=[O:11])[C:2]1[CH:7]=[CH:6][CH:5]=[CH:4][CH:3]=1.C1CCC(N=C=NC2CCCCC2)CC1.C1C=CC2N(O)N=NC=2C=1.[N:44]12[CH2:51][CH2:50][CH:47]([CH2:48][CH2:49]1)[C@@H:46](O)[CH2:45]2, predict the reaction product. The product is: [CH2:1]([NH:8][CH:9]([C:13]1[CH:18]=[CH:17][CH:16]=[CH:15][CH:14]=1)[C:10]([O:12][C@@H:46]1[CH:47]2[CH2:50][CH2:51][N:44]([CH2:49][CH2:48]2)[CH2:45]1)=[O:11])[C:2]1[CH:3]=[CH:4][CH:5]=[CH:6][CH:7]=1. (5) The product is: [CH3:1][O:2][C:3]1[CH:4]=[CH:5][C:6]([C:9]2[C:10](=[O:25])[N:11]([CH2:19][C:20]([OH:22])=[O:21])[C:12]3([CH2:18][CH2:17][CH2:16][CH2:15][CH2:14]3)[N:13]=2)=[CH:7][CH:8]=1. Given the reactants [CH3:1][O:2][C:3]1[CH:8]=[CH:7][C:6]([C:9]2[C:10](=[O:25])[N:11]([CH2:19][C:20]([O:22]CC)=[O:21])[C:12]3([CH2:18][CH2:17][CH2:16][CH2:15][CH2:14]3)[N:13]=2)=[CH:5][CH:4]=1.O.[OH-].[Na+].Cl, predict the reaction product. (6) Given the reactants [C:1]([O:5][C:6](=[O:31])[CH2:7][O:8][C:9]1[C:14]2[CH2:15][CH2:16][CH2:17][CH2:18][CH:19]([NH:20][S:21]([C:24]3[CH:29]=[CH:28][C:27](I)=[CH:26][CH:25]=3)(=[O:23])=[O:22])[C:13]=2[CH:12]=[CH:11][CH:10]=1)([CH3:4])([CH3:3])[CH3:2].[OH:32][C:33]1[CH:38]=[CH:37][C:36](B(O)O)=[CH:35][CH:34]=1.C([O-])([O-])=O.[K+].[K+], predict the reaction product. The product is: [C:1]([O:5][C:6](=[O:31])[CH2:7][O:8][C:9]1[C:14]2[CH2:15][CH2:16][CH2:17][CH2:18][CH:19]([NH:20][S:21]([C:24]3[CH:29]=[CH:28][C:27]([C:36]4[CH:37]=[CH:38][C:33]([OH:32])=[CH:34][CH:35]=4)=[CH:26][CH:25]=3)(=[O:23])=[O:22])[C:13]=2[CH:12]=[CH:11][CH:10]=1)([CH3:4])([CH3:3])[CH3:2].